This data is from Full USPTO retrosynthesis dataset with 1.9M reactions from patents (1976-2016). The task is: Predict the reactants needed to synthesize the given product. (1) Given the product [CH2:1]([O:8][N:9]1[C:15](=[O:16])[N:14]2[CH2:17][C@H:10]1[CH2:11][CH2:12][C@H:13]2[C:18]([NH:21][N:22]1[CH2:27][CH2:26][CH2:25][CH2:24][C:23]1=[O:28])=[O:20])[C:2]1[CH:3]=[CH:4][CH:5]=[CH:6][CH:7]=1, predict the reactants needed to synthesize it. The reactants are: [CH2:1]([O:8][N:9]1[C:15](=[O:16])[N:14]2[CH2:17][C@H:10]1[CH2:11][CH2:12][C@H:13]2[C:18]([OH:20])=O)[C:2]1[CH:7]=[CH:6][CH:5]=[CH:4][CH:3]=1.[NH2:21][N:22]1[CH2:27][CH2:26][CH2:25][CH2:24][C:23]1=[O:28].C1C=CC2N(O)N=NC=2C=1.CCN=C=NCCCN(C)C. (2) Given the product [C:20]1(/[CH:19]=[CH:14]/[C:12]2[NH:11][N:10]=[C:9]([C:6]3[CH:7]=[CH:8][C:3]([C:2]([F:17])([F:16])[F:1])=[CH:4][CH:5]=3)[CH:13]=2)[CH:25]=[CH:24][CH:23]=[CH:22][CH:21]=1, predict the reactants needed to synthesize it. The reactants are: [F:1][C:2]([F:17])([F:16])[C:3]1[CH:8]=[CH:7][C:6]([C:9]2[CH:13]=[C:12]([CH:14]=O)[NH:11][N:10]=2)=[CH:5][CH:4]=1.[Br-].[CH2:19]([P+](C1C=CC=CC=1)(C1C=CC=CC=1)C1C=CC=CC=1)[C:20]1[CH:25]=[CH:24][CH:23]=[CH:22][CH:21]=1.C(=O)([O-])[O-].[K+].[K+].O. (3) Given the product [OH:40][C:35]1[C:36]([CH2:48][CH:47]([C:49]2[CH:50]=[CH:51][CH:52]=[CH:53][CH:54]=2)[CH3:46])=[N:37][C:38]2[C:34]([C:11]=1[C:12]([OH:14])=[O:13])=[CH:33][CH:32]=[CH:31][C:30]=2[C:29]([F:28])([F:41])[F:42], predict the reactants needed to synthesize it. The reactants are: OC1C(C(C2C=CC=CC=2)(C)C)=NC2C([C:11]=1[C:12]([OH:14])=[O:13])=CC=C1CCCCC=21.[F:28][C:29]([F:42])([F:41])[C:30]1[CH:31]=[CH:32][CH:33]=[C:34]2[C:38]=1[NH:37][C:36](=O)[C:35]2=[O:40].OCC(=O)[CH2:46][CH:47]([C:49]1[CH:54]=[CH:53][CH:52]=[CH:51][CH:50]=1)[CH3:48]. (4) Given the product [F:11][C:12]1[CH:13]=[CH:14][C:15]([CH2:18][CH:19]2[CH2:20][CH2:21][N:22]([C:8]([C:3]3[C:2]([I:1])=[CH:7][CH:6]=[CH:5][N:4]=3)=[O:10])[CH2:23][CH2:24]2)=[CH:16][CH:17]=1, predict the reactants needed to synthesize it. The reactants are: [I:1][C:2]1[C:3]([C:8]([OH:10])=O)=[N:4][CH:5]=[CH:6][CH:7]=1.[F:11][C:12]1[CH:17]=[CH:16][C:15]([CH2:18][CH:19]2[CH2:24][CH2:23][NH:22][CH2:21][CH2:20]2)=[CH:14][CH:13]=1. (5) Given the product [CH2:1]([O:8][C:9](=[O:31])[NH:10][C:11]1[CH:16]=[CH:15][C:14]([F:17])=[C:13]([C:18]([C:20]2[C:28]3[C:23](=[N:24][CH:25]=[C:26]([Cl:29])[CH:27]=3)[NH:22][CH:21]=2)=[O:19])[C:12]=1[F:30])[C:2]1[CH:3]=[CH:4][CH:5]=[CH:6][CH:7]=1, predict the reactants needed to synthesize it. The reactants are: [CH2:1]([O:8][C:9](=[O:31])[NH:10][C:11]1[CH:16]=[CH:15][C:14]([F:17])=[C:13]([CH:18]([C:20]2[C:28]3[C:23](=[N:24][CH:25]=[C:26]([Cl:29])[CH:27]=3)[NH:22][CH:21]=2)[OH:19])[C:12]=1[F:30])[C:2]1[CH:7]=[CH:6][CH:5]=[CH:4][CH:3]=1.CC(OI1(OC(C)=O)(OC(C)=O)OC(=O)C2C=CC=CC1=2)=O.O. (6) Given the product [C:43]([C:47]1[O:51][N:50]=[C:49]([C:35]([NH:34][CH2:33][C:30]2[CH:31]=[CH:32][C:27]([C:24]3[CH:23]=[CH:22][N:21]=[C:20]4[NH:19][C:8]([C:5]5[CH:4]=[CH:3][C:2]([N:15]6[CH2:16][CH2:17][C:12]([F:18])([F:11])[CH2:13][CH2:14]6)=[CH:7][N:6]=5)=[N:26][C:25]=34)=[CH:28][C:29]=2[F:42])=[O:41])[N:48]=1)([CH3:46])([CH3:45])[CH3:44], predict the reactants needed to synthesize it. The reactants are: F[C:2]1[CH:3]=[CH:4][C:5]([CH:8]=O)=[N:6][CH:7]=1.Cl.[F:11][C:12]1([F:18])[CH2:17][CH2:16][NH:15][CH2:14][CH2:13]1.[NH2:19][C:20]1[C:25]([NH2:26])=[C:24]([C:27]2[CH:32]=[CH:31][C:30]([CH2:33][NH:34][C:35](=[O:41])OC(C)(C)C)=[C:29]([F:42])[CH:28]=2)[CH:23]=[CH:22][N:21]=1.[C:43]([C:47]1[O:51][N:50]=[C:49](C([O-])=O)[N:48]=1)([CH3:46])([CH3:45])[CH3:44].